Binary Classification. Given a drug SMILES string, predict its activity (active/inactive) in a high-throughput screening assay against a specified biological target. From a dataset of HIV replication inhibition screening data with 41,000+ compounds from the AIDS Antiviral Screen. (1) The compound is O=C(Nc1nc2ccccc2n1Cc1ccc(Cl)cc1)C(=O)NC12CC3CC(CC(C3)C1)C2. The result is 0 (inactive). (2) The drug is COc1ccc2nc3cc(Cl)ccc3c(NC(C)CCCN(C)C)c2n1. The result is 0 (inactive). (3) The compound is CCn1nc(C)c2c1C(=O)NCC(=O)N2. The result is 0 (inactive). (4) The molecule is O=c1c(O)c(-c2ccc(Cl)cc2)oc2ccccc12. The result is 0 (inactive). (5) The drug is Cc1nc(-c2nc(C)c(C(=O)NNC(=O)C[n+]3ccccc3)s2)sc1C(=O)NNC(=O)C[n+]1ccccc1.[Cl-]. The result is 0 (inactive). (6) The molecule is NC(=O)CNC(=O)C1CC(OCCC(=O)O)CN1C(=O)C1CCCN1C(=O)OCc1ccccc1. The result is 0 (inactive). (7) The drug is CC(=O)NNc1nc(C)c(C(C=Cc2ccc(NC(C)=O)cc2)=NNS(=O)(=O)c2ccc(C)cc2)s1. The result is 0 (inactive).